This data is from Catalyst prediction with 721,799 reactions and 888 catalyst types from USPTO. The task is: Predict which catalyst facilitates the given reaction. (1) Reactant: C[O:2][C:3](=[O:12])[C:4]1[CH:9]=[CH:8][C:7]([NH2:10])=[C:6]([OH:11])[CH:5]=1.[CH:13]1([CH:19]=O)[CH2:18][CH2:17][CH2:16][CH2:15][CH2:14]1.C([O-])(=O)C.[Pb+4].C([O-])(=O)C.C([O-])(=O)C.C([O-])(=O)C. Product: [CH:13]1([C:19]2[O:11][C:6]3[CH:5]=[C:4]([C:3]([OH:2])=[O:12])[CH:9]=[CH:8][C:7]=3[N:10]=2)[CH2:18][CH2:17][CH2:16][CH2:15][CH2:14]1. The catalyst class is: 5. (2) Reactant: [Cl:1][CH:2](C1C=CC(Cl)=CC=1)[CH:3]1[CH2:8][CH2:7][N:6]([CH3:9])[CH2:5][CH2:4]1.N1CCNCC1.C([O-])([O-])=[O:24].[K+].[K+]. Product: [CH3:9][N:6]1[CH2:7][CH2:8][CH:3]([C:2]([Cl:1])=[O:24])[CH2:4][CH2:5]1. The catalyst class is: 131.